This data is from Full USPTO retrosynthesis dataset with 1.9M reactions from patents (1976-2016). The task is: Predict the reactants needed to synthesize the given product. (1) Given the product [Br:20][C:17]1[CH:18]=[CH:19][C:2]2[NH:1][CH:6]([C:8]3[C:13]([F:14])=[CH:12][CH:11]=[CH:10][C:9]=3[F:15])[CH2:5][O:4][C:3]=2[CH:16]=1, predict the reactants needed to synthesize it. The reactants are: [NH2:1][C:2]1[CH:19]=[CH:18][C:17]([Br:20])=[CH:16][C:3]=1[O:4][CH2:5][C:6]([C:8]1[C:13]([F:14])=[CH:12][CH:11]=[CH:10][C:9]=1[F:15])=O.[BH-](OC(C)=O)(OC(C)=O)OC(C)=O.[Na+].C(O)(C(F)(F)F)=O.C(OCC)(=O)C.CCCCCC. (2) Given the product [Cl:1][C:2]1[CH:7]=[CH:6][CH:5]=[C:4]([I:8])[C:3]=1[C:9]1[NH:13][C:12](=[O:14])[N:11]([C:15]2[CH:24]=[CH:23][C:18]([C:19]([NH:32][C:31]3[CH:33]=[CH:34][CH:35]=[C:29]([C:28]([F:27])([F:36])[F:37])[CH:30]=3)=[O:20])=[C:17]([O:25][CH3:26])[CH:16]=2)[N:10]=1, predict the reactants needed to synthesize it. The reactants are: [Cl:1][C:2]1[CH:7]=[CH:6][CH:5]=[C:4]([I:8])[C:3]=1[C:9]1[NH:13][C:12](=[O:14])[N:11]([C:15]2[CH:24]=[CH:23][C:18]([C:19](OC)=[O:20])=[C:17]([O:25][CH3:26])[CH:16]=2)[N:10]=1.[F:27][C:28]([F:37])([F:36])[C:29]1[CH:30]=[C:31]([CH:33]=[CH:34][CH:35]=1)[NH2:32].C[Al](C)C. (3) The reactants are: [NH:1]1[CH:5]=[CH:4][N:3]=[C:2]1[C:6]([CH3:10])([CH3:9])[CH:7]=O.[C:11](=O)([O-])[O-].[K+].[K+].COP(C(=[N+]=[N-])C(=O)C)(=O)OC. Given the product [CH3:9][C:6]([C:2]1[NH:3][CH:4]=[CH:5][N:1]=1)([C:7]#[CH:11])[CH3:10], predict the reactants needed to synthesize it. (4) Given the product [OH:1][C@:2]1([C@:23]2([CH3:24])[C@H:9]([C@H:10]3[C@H:20]([CH2:21][CH2:22]2)[C@:18]2([CH3:19])[C:13](=[CH:14][C:15](=[O:25])[CH2:16][CH2:17]2)[CH2:12][CH2:11]3)[CH2:8][CH2:7]1)[C:3](=[O:6])[CH2:37][C:26](=[O:31])[CH2:27][CH2:28][CH3:29], predict the reactants needed to synthesize it. The reactants are: [OH:1][C@:2]1([C@:23]2([CH3:24])[C@H:9]([C@H:10]3[C@H:20]([CH2:21][CH2:22]2)[C@:18]2([CH3:19])[C:13](=[CH:14][C:15](=[O:25])[CH2:16][CH2:17]2)[CH2:12][CH2:11]3)[CH2:8][CH2:7]1)[C:3](=[O:6])CO.[C:26]([O:31]CC(F)(F)F)(=O)[CH2:27][CH2:28][CH3:29].[CH2:37](C(C)=O)C.